From a dataset of hERG Central: cardiac toxicity at 1µM, 10µM, and general inhibition. Predict hERG channel inhibition at various concentrations. (1) The molecule is COc1ccc(CCC(C)NCc2ccc(Cl)c(Cl)c2)cc1. Results: hERG_inhib (hERG inhibition (general)): blocker. (2) The molecule is CN(C1CCCC1)C1CCN(C(=O)CNC(=O)/C=C/c2ccc(F)cc2)CC1. Results: hERG_inhib (hERG inhibition (general)): blocker.